Dataset: NCI-60 drug combinations with 297,098 pairs across 59 cell lines. Task: Regression. Given two drug SMILES strings and cell line genomic features, predict the synergy score measuring deviation from expected non-interaction effect. (1) Drug 1: CC1OCC2C(O1)C(C(C(O2)OC3C4COC(=O)C4C(C5=CC6=C(C=C35)OCO6)C7=CC(=C(C(=C7)OC)O)OC)O)O. Drug 2: CN(C(=O)NC(C=O)C(C(C(CO)O)O)O)N=O. Cell line: U251. Synergy scores: CSS=51.8, Synergy_ZIP=1.21, Synergy_Bliss=3.16, Synergy_Loewe=-43.8, Synergy_HSA=3.03. (2) Drug 1: CC1OCC2C(O1)C(C(C(O2)OC3C4COC(=O)C4C(C5=CC6=C(C=C35)OCO6)C7=CC(=C(C(=C7)OC)O)OC)O)O. Drug 2: C1CN(P(=O)(OC1)NCCCl)CCCl. Cell line: MDA-MB-231. Synergy scores: CSS=21.5, Synergy_ZIP=-9.67, Synergy_Bliss=-0.462, Synergy_Loewe=-6.75, Synergy_HSA=0.498. (3) Drug 1: CC1=CC2C(CCC3(C2CCC3(C(=O)C)OC(=O)C)C)C4(C1=CC(=O)CC4)C. Drug 2: CN(CCCl)CCCl.Cl. Cell line: UACC-257. Synergy scores: CSS=-5.10, Synergy_ZIP=3.25, Synergy_Bliss=-1.36, Synergy_Loewe=-4.86, Synergy_HSA=-5.31. (4) Drug 1: CC1=C(C=C(C=C1)NC2=NC=CC(=N2)N(C)C3=CC4=NN(C(=C4C=C3)C)C)S(=O)(=O)N.Cl. Drug 2: CC(C1=C(C=CC(=C1Cl)F)Cl)OC2=C(N=CC(=C2)C3=CN(N=C3)C4CCNCC4)N. Cell line: SNB-75. Synergy scores: CSS=6.86, Synergy_ZIP=-0.969, Synergy_Bliss=2.52, Synergy_Loewe=1.99, Synergy_HSA=2.03. (5) Drug 1: C1CN1P(=S)(N2CC2)N3CC3. Drug 2: C1C(C(OC1N2C=NC(=NC2=O)N)CO)O. Cell line: RPMI-8226. Synergy scores: CSS=31.9, Synergy_ZIP=-4.40, Synergy_Bliss=3.99, Synergy_Loewe=-1.97, Synergy_HSA=4.87. (6) Drug 1: C1=CC(=CC=C1CCC2=CNC3=C2C(=O)NC(=N3)N)C(=O)NC(CCC(=O)O)C(=O)O. Drug 2: CN(CC1=CN=C2C(=N1)C(=NC(=N2)N)N)C3=CC=C(C=C3)C(=O)NC(CCC(=O)O)C(=O)O. Cell line: SR. Synergy scores: CSS=62.7, Synergy_ZIP=-1.94, Synergy_Bliss=-3.62, Synergy_Loewe=-2.56, Synergy_HSA=0.620.